This data is from Reaction yield outcomes from USPTO patents with 853,638 reactions. The task is: Predict the reaction yield, written as a fraction of the theoretical maximum amount of product (1.0 means a 100% yield; for example, 0.34 means a 34% yield). (1) The reactants are [CH3:1][O:2][C:3]1[N:12]=[C:11]([C:13]2[CH:18]=[CH:17][C:16]([C:19]([F:22])([F:21])[F:20])=[CH:15][C:14]=2[O:23][CH3:24])[C:10]2[C:5](=[CH:6][C:7]([S:25](Cl)(=[O:27])=[O:26])=[CH:8][CH:9]=2)[N:4]=1.[S:29]1[CH:33]=[CH:32][N:31]=[C:30]1[NH2:34].CN1C=CN=C1. The catalyst is CC#N.CO. The product is [NH4+:4].[OH-:2].[CH3:1][O:2][C:3]1[N:12]=[C:11]([C:13]2[CH:18]=[CH:17][C:16]([C:19]([F:22])([F:21])[F:20])=[CH:15][C:14]=2[O:23][CH3:24])[C:10]2[C:5](=[CH:6][C:7]([S:25]([NH:34][C:30]3[S:29][CH:33]=[CH:32][N:31]=3)(=[O:27])=[O:26])=[CH:8][CH:9]=2)[N:4]=1. The yield is 0.00100. (2) The reactants are [N+:1]([C:4]1[CH:9]=[CH:8][C:7]([C:10](=[O:12])[CH3:11])=[CH:6][CH:5]=1)([O-])=O.[NH4+].[Cl-]. The catalyst is C(O)C.O.[Fe]. The product is [NH2:1][C:4]1[CH:9]=[CH:8][C:7]([C:10](=[O:12])[CH3:11])=[CH:6][CH:5]=1. The yield is 0.600. (3) The reactants are C[O:2][C:3](=O)[CH:4]([C:9]1[CH:14]=[CH:13][C:12]([F:15])=[CH:11][C:10]=1[N+:16]([O-])=O)C(OC)=O.Cl. The catalyst is C(O)(=O)C.[Fe]. The product is [F:15][C:12]1[CH:11]=[C:10]2[C:9]([CH2:4][C:3](=[O:2])[NH:16]2)=[CH:14][CH:13]=1. The yield is 0.890.